Dataset: Full USPTO retrosynthesis dataset with 1.9M reactions from patents (1976-2016). Task: Predict the reactants needed to synthesize the given product. (1) Given the product [N:11]1[C:10]2[C:5]([C:3]([NH:15][NH2:16])=[O:2])=[CH:6][CH:7]=[CH:8][C:9]=2[NH:13][CH:12]=1, predict the reactants needed to synthesize it. The reactants are: C[O:2][C:3]([C:5]1[C:10]2[N:11]=[CH:12][NH:13][C:9]=2[CH:8]=[CH:7][CH:6]=1)=O.O.[NH2:15][NH2:16].O. (2) Given the product [CH3:3][CH:2]1[C:4]2[CH:9]=[CH:8][CH:7]=[CH:6][C:5]=2[CH:10]([CH3:11])[O:12][P:16]([C:17]2[CH:22]=[CH:21][CH:20]=[CH:19][CH:18]=2)[O:1]1, predict the reactants needed to synthesize it. The reactants are: [OH:1][CH:2]([C:4]1[CH:9]=[CH:8][CH:7]=[CH:6][C:5]=1[CH:10]([OH:12])[CH3:11])[CH3:3].CN([P:16](N(C)C)[C:17]1[CH:22]=[CH:21][CH:20]=[CH:19][CH:18]=1)C. (3) Given the product [F:12][C:13]1[CH:14]=[C:15]([C:34]#[N:35])[C:16]([C:19]2[CH:24]=[C:23]([C:2]3[N:6]4[CH:7]=[CH:8][CH:9]=[C:10]([F:11])[C:5]4=[N:4][CH:3]=3)[CH:22]=[CH:21][C:20]=2[F:33])=[CH:17][CH:18]=1, predict the reactants needed to synthesize it. The reactants are: Br[C:2]1[N:6]2[CH:7]=[CH:8][CH:9]=[C:10]([F:11])[C:5]2=[N:4][CH:3]=1.[F:12][C:13]1[CH:14]=[C:15]([C:34]#[N:35])[C:16]([C:19]2[CH:24]=[C:23](B3OCC(C)(C)CO3)[CH:22]=[CH:21][C:20]=2[F:33])=[CH:17][CH:18]=1.